From a dataset of Forward reaction prediction with 1.9M reactions from USPTO patents (1976-2016). Predict the product of the given reaction. (1) Given the reactants F[P-](F)(F)(F)(F)F.N1(O[P+](N(C)C)(N(C)C)N(C)C)C2C=CC=CC=2N=N1.[O:28]=[C:29]1[NH:37][C:32]2=[N:33][CH:34]=[CH:35][CH:36]=[C:31]2[C@:30]21[CH2:45][C:44]1[C:39](=[CH:40][CH:41]=[C:42]([C:46]([OH:48])=O)[CH:43]=1)[CH2:38]2.Cl.[NH2:50][C@H:51]1[CH2:56][C@@H:55]([C:57]2[CH:62]=[CH:61][CH:60]=[CH:59][CH:58]=2)[C@@H:54]([CH3:63])[N:53]([CH2:64][C:65]([F:68])([F:67])[F:66])[C:52]1=[O:69].C(N(CC)C(C)C)(C)C, predict the reaction product. The product is: [CH3:63][C@H:54]1[N:53]([CH2:64][C:65]([F:68])([F:66])[F:67])[C:52](=[O:69])[C@@H:51]([NH:50][C:46]([C:42]2[CH:43]=[C:44]3[C:39](=[CH:40][CH:41]=2)[CH2:38][C@:30]2([C:31]4[C:32](=[N:33][CH:34]=[CH:35][CH:36]=4)[NH:37][C:29]2=[O:28])[CH2:45]3)=[O:48])[CH2:56][C@H:55]1[C:57]1[CH:62]=[CH:61][CH:60]=[CH:59][CH:58]=1. (2) Given the reactants O[C:2]1[C:11]2[C:6](=[CH:7][CH:8]=[CH:9][CH:10]=2)[N:5]([C:12]2[CH:17]=[CH:16][CH:15]=[CH:14][CH:13]=2)C(=O)[C:3]=1[C:19](=O)[CH2:20][C:21]1[CH:26]=[CH:25][CH:24]=[CH:23][CH:22]=1.O.[NH2:29][NH2:30].[C:31](=[O:34])([O-])O.[Na+], predict the reaction product. The product is: [CH2:20]([C:19]1[C:3]2[C:31](=[O:34])[N:5]([C:12]3[CH:17]=[CH:16][CH:15]=[CH:14][CH:13]=3)[C:6]3[CH:7]=[CH:8][CH:9]=[CH:10][C:11]=3[C:2]=2[NH:30][N:29]=1)[C:21]1[CH:26]=[CH:25][CH:24]=[CH:23][CH:22]=1. (3) Given the reactants [CH3:1][O:2][NH:3][C:4]([C:6]1[C:7](=[O:38])[C:8]2[CH:13]=[N:12][C:11]([NH:14][C:15]3[CH:20]=[CH:19][C:18]([CH:21]4[CH2:26][CH2:25][NH:24][CH2:23][CH2:22]4)=[CH:17][CH:16]=3)=[N:10][C:9]=2[N:27]([C:29]2[CH:30]=[C:31]3[C:35](=[CH:36][CH:37]=2)[CH2:34][CH2:33][CH2:32]3)[CH:28]=1)=[O:5].Br[CH2:40][CH2:41][C:42]([OH:44])=[O:43].C(N(CC)CC)C, predict the reaction product. The product is: [CH2:34]1[C:35]2[C:31](=[CH:30][C:29]([N:27]3[C:9]4[N:10]=[C:11]([NH:14][C:15]5[CH:16]=[CH:17][C:18]([CH:21]6[CH2:26][CH2:25][N:24]([CH2:40][CH2:41][C:42]([OH:44])=[O:43])[CH2:23][CH2:22]6)=[CH:19][CH:20]=5)[N:12]=[CH:13][C:8]=4[C:7](=[O:38])[C:6]([C:4](=[O:5])[NH:3][O:2][CH3:1])=[CH:28]3)=[CH:37][CH:36]=2)[CH2:32][CH2:33]1. (4) Given the reactants [CH2:1]1[C:6]2[NH:7][C:8]3[C:13]([C:5]=2[CH2:4][CH2:3][NH:2]1)=[CH:12][CH:11]=[CH:10][CH:9]=3.Br[CH:15]([CH3:20])[C:16]([O:18][CH3:19])=[O:17].C(N(C(C)C)C(C)C)C, predict the reaction product. The product is: [CH2:1]1[C:6]2[NH:7][C:8]3[C:13]([C:5]=2[CH2:4][CH2:3][N:2]1[CH:15]([CH3:20])[C:16]([O:18][CH3:19])=[O:17])=[CH:12][CH:11]=[CH:10][CH:9]=3.